This data is from Peptide-MHC class I binding affinity with 185,985 pairs from IEDB/IMGT. The task is: Regression. Given a peptide amino acid sequence and an MHC pseudo amino acid sequence, predict their binding affinity value. This is MHC class I binding data. (1) The peptide sequence is RRSRPSGDL. The MHC is Mamu-B03 with pseudo-sequence Mamu-B03. The binding affinity (normalized) is 0.791. (2) The peptide sequence is SLLRSTSQK. The MHC is HLA-A31:01 with pseudo-sequence HLA-A31:01. The binding affinity (normalized) is 0.382.